This data is from Catalyst prediction with 721,799 reactions and 888 catalyst types from USPTO. The task is: Predict which catalyst facilitates the given reaction. Reactant: C([O-])=O.[NH4+].[CH3:5][O:6][C:7]1[CH:8]=[C:9]([CH2:16][CH2:17][N:18]2[CH2:22][CH2:21][CH2:20][CH2:19]2)[CH:10]=[CH:11][C:12]=1[N+:13]([O-])=O. Product: [CH3:5][O:6][C:7]1[CH:8]=[C:9]([CH2:16][CH2:17][N:18]2[CH2:22][CH2:21][CH2:20][CH2:19]2)[CH:10]=[CH:11][C:12]=1[NH2:13]. The catalyst class is: 19.